Dataset: Full USPTO retrosynthesis dataset with 1.9M reactions from patents (1976-2016). Task: Predict the reactants needed to synthesize the given product. (1) The reactants are: [CH2:1]([O:8][C:9]1[C:14](=[O:15])[N:13]2[CH2:16][CH2:17][NH:18][C:19]([CH3:21])([CH3:20])[C:12]2=[N:11][C:10]=1[C:22]([NH:24][CH2:25][C:26]1[CH:31]=[CH:30][C:29]([F:32])=[CH:28][CH:27]=1)=[O:23])[C:2]1[CH:7]=[CH:6][CH:5]=[CH:4][CH:3]=1.C([O-])([O-])=O.[K+].[K+].Br[CH2:40][C:41]([O:43][CH3:44])=[O:42]. Given the product [CH2:1]([O:8][C:9]1[C:14](=[O:15])[N:13]2[CH2:16][CH2:17][N:18]([CH2:40][C:41]([O:43][CH3:44])=[O:42])[C:19]([CH3:21])([CH3:20])[C:12]2=[N:11][C:10]=1[C:22]([NH:24][CH2:25][C:26]1[CH:27]=[CH:28][C:29]([F:32])=[CH:30][CH:31]=1)=[O:23])[C:2]1[CH:7]=[CH:6][CH:5]=[CH:4][CH:3]=1, predict the reactants needed to synthesize it. (2) Given the product [Cl:1][C:2]1[CH:3]=[C:4]([CH:5]=[CH:6][C:7]=1[Cl:8])[C:9]([N:11]1[C:19]2[C:14](=[CH:15][CH:16]=[CH:17][CH:18]=2)[CH2:13][CH:12]1[C:29]([O:31][CH3:32])=[O:30])=[O:10], predict the reactants needed to synthesize it. The reactants are: [Cl:1][C:2]1[CH:3]=[C:4]([C:9]([N:11]2[C:19]3[C:14](=[CH:15][CH:16]=[CH:17][CH:18]=3)[CH2:13][CH2:12]2)=[O:10])[CH:5]=[CH:6][C:7]=1[Cl:8].N1C2C(=CC=CC=2)CC1[C:29]([O:31][CH3:32])=[O:30].ClC1C=C(C=CC=1Cl)C(Cl)=O. (3) Given the product [CH:11]([C:13]1[N:14]=[C:15]([CH:18]2[CH2:23][CH2:22][N:21]([C:24]([O:26][C:27]([CH3:30])([CH3:29])[CH3:28])=[O:25])[CH2:20][CH2:19]2)[S:16][CH:17]=1)=[CH2:1], predict the reactants needed to synthesize it. The reactants are: [CH3:1][Si]([N-][Si](C)(C)C)(C)C.[Na+].[CH:11]([C:13]1[N:14]=[C:15]([CH:18]2[CH2:23][CH2:22][N:21]([C:24]([O:26][C:27]([CH3:30])([CH3:29])[CH3:28])=[O:25])[CH2:20][CH2:19]2)[S:16][CH:17]=1)=O. (4) Given the product [CH3:1][N:2]1[C:6]([C:7]2[CH:17]=[CH:16][C:10]3[CH2:11][CH2:12][N:13]([CH2:20][CH2:21][CH2:22][S:23][C:24]4[N:25]([CH3:40])[C:26]([C:29]5[CH:38]=[CH:37][CH:36]=[C:35]6[C:30]=5[CH:31]=[CH:32][C:33]([CH3:39])=[N:34]6)=[N:27][N:28]=4)[CH2:14][CH2:15][C:9]=3[CH:8]=2)=[CH:5][C:4]([CH3:18])=[N:3]1, predict the reactants needed to synthesize it. The reactants are: [CH3:1][N:2]1[C:6]([C:7]2[CH:17]=[CH:16][C:10]3[CH2:11][CH2:12][NH:13][CH2:14][CH2:15][C:9]=3[CH:8]=2)=[CH:5][C:4]([CH3:18])=[N:3]1.Cl[CH2:20][CH2:21][CH2:22][S:23][C:24]1[N:25]([CH3:40])[C:26]([C:29]2[CH:38]=[CH:37][CH:36]=[C:35]3[C:30]=2[CH:31]=[CH:32][C:33]([CH3:39])=[N:34]3)=[N:27][N:28]=1.[I-].[Na+].C(=O)([O-])[O-].[K+].[K+]. (5) Given the product [ClH:1].[Cl:1][C:2]1[CH:3]=[C:4]([C@@H:8]([OH:35])[CH2:9][NH:10][CH2:11][CH2:12][C:13]2[CH:14]=[CH:15][C:16]([S:19]([C:22]3[CH:23]=[CH:24][C:25]([OH:34])=[C:26]([CH2:28][C:29]([OH:31])=[O:30])[CH:27]=3)(=[O:20])=[O:21])=[CH:17][CH:18]=2)[CH:5]=[CH:6][CH:7]=1, predict the reactants needed to synthesize it. The reactants are: [Cl:1][C:2]1[CH:3]=[C:4]([C@@H:8]([OH:35])[CH2:9][NH:10][CH2:11][CH2:12][C:13]2[CH:18]=[CH:17][C:16]([S:19]([C:22]3[CH:23]=[CH:24][C:25]([OH:34])=[C:26]([CH2:28][C:29]([O:31]CC)=[O:30])[CH:27]=3)(=[O:21])=[O:20])=[CH:15][CH:14]=2)[CH:5]=[CH:6][CH:7]=1.[OH-].[Na+].Cl. (6) Given the product [CH3:11][N:12]([CH3:13])[CH2:14][CH2:15][O:1][C:2]1[CH:9]=[CH:8][C:5]([CH:6]=[O:7])=[CH:4][CH:3]=1, predict the reactants needed to synthesize it. The reactants are: [OH:1][C:2]1[CH:9]=[CH:8][C:5]([CH:6]=[O:7])=[CH:4][CH:3]=1.Cl.[CH3:11][N:12]([CH2:14][CH2:15]Cl)[CH3:13].CN(C)C=O.C(=O)([O-])[O-].[K+].[K+]. (7) Given the product [Cl:1][C:2]1[CH:3]=[CH:4][C:5]([O:45][CH:46]([F:48])[F:47])=[C:6]([C:8]2[C:12]([NH:13][C:14]([C:16]3[CH:17]=[N:18][N:19]4[CH:24]=[CH:23][CH:22]=[N:21][C:20]=34)=[O:15])=[CH:11][N:10]([CH2:25][C:26]([N:28]3[CH2:29][CH2:30][C:31]([CH3:49])([C:34]([O:36][CH2:37][CH:38]4[CH2:43][CH2:42][N:41]([CH3:44])[CH2:40][CH2:39]4)=[O:35])[CH2:32][CH2:33]3)=[O:27])[N:9]=2)[CH:7]=1, predict the reactants needed to synthesize it. The reactants are: [Cl:1][C:2]1[CH:3]=[CH:4][C:5]([O:45][CH:46]([F:48])[F:47])=[C:6]([C:8]2[C:12]([NH:13][C:14]([C:16]3[CH:17]=[N:18][N:19]4[CH:24]=[CH:23][CH:22]=[N:21][C:20]=34)=[O:15])=[CH:11][N:10]([CH2:25][C:26]([N:28]3[CH2:33][CH2:32][CH:31]([C:34]([O:36][CH2:37][CH:38]4[CH2:43][CH2:42][N:41]([CH3:44])[CH2:40][CH2:39]4)=[O:35])[CH2:30][CH2:29]3)=[O:27])[N:9]=2)[CH:7]=1.[C:49](OC(N1CCC(C)(C(O)=O)CC1)=O)(C)(C)C.